This data is from Full USPTO retrosynthesis dataset with 1.9M reactions from patents (1976-2016). The task is: Predict the reactants needed to synthesize the given product. Given the product [Br:14][CH2:15][C:16]([N:2]([C:3]1[CH:13]=[CH:12][C:6]2[O:7][C:8]([F:11])([F:10])[O:9][C:5]=2[CH:4]=1)[CH3:1])=[O:18], predict the reactants needed to synthesize it. The reactants are: [CH3:1][NH:2][C:3]1[CH:13]=[CH:12][C:6]2[O:7][C:8]([F:11])([F:10])[O:9][C:5]=2[CH:4]=1.[Br:14][CH2:15][C:16]([OH:18])=O.C(Cl)CCl.